This data is from Full USPTO retrosynthesis dataset with 1.9M reactions from patents (1976-2016). The task is: Predict the reactants needed to synthesize the given product. Given the product [F:18][C:2]([F:1])([F:17])[CH:3]([C:5]1[CH:6]=[CH:7][C:8]([N:11]2[CH2:12][CH2:13][NH:14][CH2:15][CH2:16]2)=[CH:9][CH:10]=1)[OH:4], predict the reactants needed to synthesize it. The reactants are: [F:1][C:2]([F:18])([F:17])[C:3]([C:5]1[CH:10]=[CH:9][C:8]([N:11]2[CH2:16][CH2:15][NH:14][CH2:13][CH2:12]2)=[CH:7][CH:6]=1)=[O:4].[BH4-].[Na+].